From a dataset of Catalyst prediction with 721,799 reactions and 888 catalyst types from USPTO. Predict which catalyst facilitates the given reaction. (1) Reactant: [CH2:1]([O:8][C:9]([N:11]1[CH2:15][C@@H:14]([N:16]2[C:24]3[C:19](=[N:20][C:21]([C:26]4[C:27]([O:35][CH3:36])=[N:28][C:29]([CH:32]([CH3:34])[CH3:33])=[CH:30][CH:31]=4)=[C:22]([CH3:25])[CH:23]=3)[C:18]([CH3:37])=[CH:17]2)[C@@H:13]([OH:38])[CH2:12]1)=[O:10])[C:2]1[CH:7]=[CH:6][CH:5]=[CH:4][CH:3]=1.[H-].[Na+].Br[CH:42]([F:44])[CH3:43]. Product: [CH2:1]([O:8][C:9]([N:11]1[CH2:15][C@@H:14]([N:16]2[C:24]3[C:19](=[N:20][C:21]([C:26]4[C:27]([O:35][CH3:36])=[N:28][C:29]([CH:32]([CH3:34])[CH3:33])=[CH:30][CH:31]=4)=[C:22]([CH3:25])[CH:23]=3)[C:18]([CH3:37])=[CH:17]2)[C@@H:13]([O:38][CH2:43][CH2:42][F:44])[CH2:12]1)=[O:10])[C:2]1[CH:7]=[CH:6][CH:5]=[CH:4][CH:3]=1. The catalyst class is: 3. (2) Reactant: [CH:1]1([O:6][C:7]2[CH:8]=[C:9]([CH:14]=[C:15]([O:17][CH2:18][C:19]3[CH:24]=[CH:23][CH:22]=[CH:21][CH:20]=3)[CH:16]=2)[C:10]([O:12]C)=[O:11])[CH2:5][CH2:4][CH2:3][CH2:2]1.O.[OH-].[Li+].CO. Product: [CH:1]1([O:6][C:7]2[CH:8]=[C:9]([CH:14]=[C:15]([O:17][CH2:18][C:19]3[CH:20]=[CH:21][CH:22]=[CH:23][CH:24]=3)[CH:16]=2)[C:10]([OH:12])=[O:11])[CH2:2][CH2:3][CH2:4][CH2:5]1. The catalyst class is: 20. (3) Reactant: Cl[C:2]1[C:3]2[CH:10]=[CH:9][NH:8][C:4]=2[N:5]=[CH:6][N:7]=1.ClC1N=CC2C=CNC=2N=1.C([Si](Cl)(C(C)C)C(C)C)(C)C.[H-].[Na+]. Product: [N:5]1[C:4]2[NH:8][CH:9]=[CH:10][C:3]=2[CH:2]=[N:7][CH:6]=1. The catalyst class is: 7. (4) Reactant: [NH2:1][C@@:2]([C:14]1[CH:19]=[C:18]([Br:20])[C:17]([F:21])=[CH:16][C:15]=1[F:22])([CH3:13])[CH2:3][CH:4]([C:6]1[C:7]([CH3:12])=[N:8][O:9][C:10]=1[CH3:11])[OH:5].[C:23]([N:31]=[C:32]=[S:33])(=[O:30])[C:24]1[CH:29]=[CH:28][CH:27]=[CH:26][CH:25]=1. Product: [Br:20][C:18]1[C:17]([F:21])=[CH:16][C:15]([F:22])=[C:14]([C@@:2]([NH:1][C:32]([NH:31][C:23](=[O:30])[C:24]2[CH:25]=[CH:26][CH:27]=[CH:28][CH:29]=2)=[S:33])([CH2:3][CH:4]([C:6]2[C:7]([CH3:12])=[N:8][O:9][C:10]=2[CH3:11])[OH:5])[CH3:13])[CH:19]=1. The catalyst class is: 2. (5) Reactant: [I:1][C:2]1[CH:12]=[CH:11][CH:10]=[C:4]2[C:5]([O:7][C:8](=[O:9])[C:3]=12)=[O:6].[CH3:13][C:14]1[CH:20]=[C:19]([C:21]([F:30])([C:26]([F:29])([F:28])[F:27])[C:22]([F:25])([F:24])[F:23])[CH:18]=[CH:17][C:15]=1[NH2:16]. Product: [I:1][C:2]1[CH:12]=[CH:11][CH:10]=[C:4]([C:5]([NH:16][C:15]2[CH:17]=[CH:18][C:19]([C:21]([F:30])([C:22]([F:23])([F:24])[F:25])[C:26]([F:27])([F:28])[F:29])=[CH:20][C:14]=2[CH3:13])=[O:6])[C:3]=1[C:8]([OH:7])=[O:9]. The catalyst class is: 10. (6) Reactant: [CH2:1]([N:4]([CH2:20][CH2:21][CH3:22])[C:5]([C:7]1[CH:8]=[C:9]([CH:15]=[C:16]([CH2:18]O)[CH:17]=1)[C:10]([O:12][CH2:13][CH3:14])=[O:11])=[O:6])[CH2:2][CH3:3].P(Br)(Br)[Br:24]. Product: [Br:24][CH2:18][C:16]1[CH:15]=[C:9]([CH:8]=[C:7]([C:5]([N:4]([CH2:20][CH2:21][CH3:22])[CH2:1][CH2:2][CH3:3])=[O:6])[CH:17]=1)[C:10]([O:12][CH2:13][CH3:14])=[O:11]. The catalyst class is: 4. (7) Reactant: C1(S[C:8]2[CH:9]=[C:10]([CH:14]3[O:18][CH2:17][CH2:16][O:15]3)[CH:11]=[CH:12][CH:13]=2)C=CC=CC=1.Cl[C:20]1[CH:25]=[CH:24][CH:23]=[C:22](C(OO)=O)[CH:21]=1.[S:30]([O-:34])([O-])(=[O:32])=S.[Na+].[Na+].C(=O)(O)[O-].[Na+]. Product: [C:20]1([S:30]([C:12]2[CH:11]=[C:10]([CH:14]3[O:15][CH2:16][CH2:17][O:18]3)[CH:9]=[CH:8][CH:13]=2)(=[O:34])=[O:32])[CH:25]=[CH:24][CH:23]=[CH:22][CH:21]=1. The catalyst class is: 4. (8) Reactant: [F:1][C:2]([F:12])([F:11])[C:3]1[CH:10]=[CH:9][C:6]([CH:7]=O)=[CH:5][CH:4]=1.[NH2:13][C:14]1[CH:19]=[CH:18][CH:17]=[C:16]([CH3:20])[N:15]=1.[OH:21][C:22]1[CH:23]=[CH:24][CH:25]=[C:26]2[C:31]=1[N:30]=[CH:29][CH:28]=[CH:27]2. Product: [CH3:20][C:16]1[N:15]=[C:14]([NH:13][CH:7]([C:6]2[CH:9]=[CH:10][C:3]([C:2]([F:12])([F:11])[F:1])=[CH:4][CH:5]=2)[C:23]2[C:22]([OH:21])=[C:31]3[C:26]([CH:27]=[CH:28][CH:29]=[N:30]3)=[CH:25][CH:24]=2)[CH:19]=[CH:18][CH:17]=1. The catalyst class is: 144. (9) Reactant: [Cl:1][C:2]1[CH:7]=[CH:6][C:5]([CH2:8]Cl)=[CH:4][N:3]=1.[C-:10]#[N:11].[Na+]. Product: [Cl:1][C:2]1[N:3]=[CH:4][C:5]([CH2:8][C:10]#[N:11])=[CH:6][CH:7]=1. The catalyst class is: 40.